From a dataset of Catalyst prediction with 721,799 reactions and 888 catalyst types from USPTO. Predict which catalyst facilitates the given reaction. (1) The catalyst class is: 6. Reactant: C(O)(=O)C.OO.[NH:7]1[CH:11]=[N:10][C:9]([SH:12])=[N:8]1.[OH-].[Na+]. Product: [NH:7]1[CH:11]=[N:10][C:9]([S:12][S:12][C:9]2[N:10]=[CH:11][NH:7][N:8]=2)=[N:8]1. (2) Product: [NH2:8][CH2:9][CH:10]1[CH2:14][CH2:13][CH2:12][N:11]1[C:15]([C:17]1[CH:42]=[CH:41][C:20]([C:21]([NH:23][CH:24]([C:31]2[NH:35][C:34]3[CH:36]=[CH:37][C:38]([Cl:40])=[CH:39][C:33]=3[N:32]=2)[CH2:25][C:26]2[N:27]=[CH:28][NH:29][CH:30]=2)=[O:22])=[CH:19][C:18]=1[Cl:43])=[O:16]. Reactant: C(OC([NH:8][CH2:9][CH:10]1[CH2:14][CH2:13][CH2:12][N:11]1[C:15]([C:17]1[CH:42]=[CH:41][C:20]([C:21]([NH:23][CH:24]([C:31]2[NH:35][C:34]3[CH:36]=[CH:37][C:38]([Cl:40])=[CH:39][C:33]=3[N:32]=2)[CH2:25][C:26]2[N:27]=[CH:28][NH:29][CH:30]=2)=[O:22])=[CH:19][C:18]=1[Cl:43])=[O:16])=O)(C)(C)C.FC(F)(F)C(O)=O.ClCl. The catalyst class is: 98. (3) Reactant: [F:1][CH:2]([F:8])[C:3]([F:7])([F:6])[CH2:4]I.[N+:9]([C:12]1[CH:13]=[CH:14][C:15]([OH:18])=[N:16][CH:17]=1)([O-:11])=[O:10].C(=O)([O-])[O-].[K+].[K+]. Product: [N+:9]([C:12]1[CH:13]=[CH:14][C:15]([O:18][CH2:4][C:3]([F:7])([F:6])[CH:2]([F:8])[F:1])=[N:16][CH:17]=1)([O-:11])=[O:10]. The catalyst class is: 3. (4) Reactant: [C:1]([O:5][C:6](=[O:17])[NH:7][C@H:8]1[CH2:14][CH2:13][C@@H:12](O)[CH2:11][NH:10][C:9]1=[O:16])([CH3:4])([CH3:3])[CH3:2].C1(P(C2C=CC=CC=2)C2C=CC=CC=2)C=CC=CC=1.N(C(OCC)=O)=NC(OCC)=O.C1(P([N:63]=[N+:64]=[N-:65])(C2C=CC=CC=2)=O)C=CC=CC=1. Product: [C:1]([O:5][C:6](=[O:17])[NH:7][C@H:8]1[CH2:14][CH2:13][C@H:12]([N:63]=[N+:64]=[N-:65])[CH2:11][NH:10][C:9]1=[O:16])([CH3:4])([CH3:3])[CH3:2]. The catalyst class is: 1. (5) Reactant: [F:1][C:2]1[CH:3]=[C:4]([C:8]2[C:16]3[O:15][CH:14]([CH2:17][NH:18]C(=O)OCC4C=CC=CC=4)[CH2:13][C:12]=3[CH:11]=[CH:10][CH:9]=2)[CH:5]=[CH:6][CH:7]=1. Product: [F:1][C:2]1[CH:3]=[C:4]([C:8]2[C:16]3[O:15][CH:14]([CH2:17][NH2:18])[CH2:13][C:12]=3[CH:11]=[CH:10][CH:9]=2)[CH:5]=[CH:6][CH:7]=1. The catalyst class is: 45. (6) Reactant: [Br:1][C:2]1[CH:7]=[CH:6][C:5]([C:8]2[N:13]=[C:12]([N:14]3C=NC=N3)[C:11]3=[C:19]([CH3:23])[N:20]=[C:21]([CH3:22])[N:10]3[N:9]=2)=[CH:4][CH:3]=1.[C:24]([NH:27][C:28]1[CH:35]=[CH:34][C:31]([CH2:32]N)=[CH:30][CH:29]=1)(=[O:26])[CH3:25].C(N(CC)CC)C. Product: [Br:1][C:2]1[CH:3]=[CH:4][C:5]([C:8]2[N:13]=[C:12]([NH:14][CH2:32][C:31]3[CH:30]=[CH:29][C:28]([NH:27][C:24](=[O:26])[CH3:25])=[CH:35][CH:34]=3)[C:11]3=[C:19]([CH3:23])[N:20]=[C:21]([CH3:22])[N:10]3[N:9]=2)=[CH:6][CH:7]=1. The catalyst class is: 12. (7) Reactant: Br[C:2]1[CH:3]=[C:4]([N:22]([CH2:29][CH3:30])[CH:23]2[CH2:28][CH2:27][O:26][CH2:25][CH2:24]2)[C:5]([CH3:21])=[C:6]([CH:20]=1)[C:7]([NH:9][CH2:10][C:11]1[C:12](=[O:19])[NH:13][C:14]([CH3:18])=[CH:15][C:16]=1[CH3:17])=[O:8].[CH3:31][N:32]1[CH:36]=[C:35](B(O)O)[CH:34]=[N:33]1.C([O-])([O-])=O.[Na+].[Na+]. Product: [CH3:17][C:16]1[CH:15]=[C:14]([CH3:18])[NH:13][C:12](=[O:19])[C:11]=1[CH2:10][NH:9][C:7](=[O:8])[C:6]1[CH:20]=[CH:2][C:3]([C:35]2[CH:34]=[N:33][N:32]([CH3:31])[CH:36]=2)=[C:4]([N:22]([CH2:29][CH3:30])[CH:23]2[CH2:28][CH2:27][O:26][CH2:25][CH2:24]2)[C:5]=1[CH3:21]. The catalyst class is: 70. (8) Reactant: Br[CH2:2][CH2:3][CH2:4][C:5]([O:7][CH2:8][CH3:9])=[O:6].[CH3:10][N:11]1[CH2:16][CH2:15][NH:14][CH2:13][CH2:12]1.C([O-])([O-])=O.[K+].[K+]. Product: [CH3:10][N:11]1[CH2:16][CH2:15][N:14]([CH2:2][CH2:3][CH2:4][C:5]([O:7][CH2:8][CH3:9])=[O:6])[CH2:13][CH2:12]1. The catalyst class is: 10.